The task is: Predict the reactants needed to synthesize the given product.. This data is from Full USPTO retrosynthesis dataset with 1.9M reactions from patents (1976-2016). (1) Given the product [NH2:1][C:2]1[N:7]=[C:6]([N:8]2[CH2:13][C@H:12]([CH3:14])[CH2:11][C@@H:10]([N:15]([CH3:23])[C:16](=[O:22])[CH2:17][C:18]([CH3:21])([CH3:20])[CH3:19])[CH2:9]2)[CH:5]=[C:4]([C:30]2[CH:31]=[CH:32][C:27]([C:25]#[N:26])=[C:28]([F:36])[CH:29]=2)[N:3]=1, predict the reactants needed to synthesize it. The reactants are: [NH2:1][C:2]1[N:7]=[C:6]([N:8]2[CH2:13][C@H:12]([CH3:14])[CH2:11][C@@H:10]([N:15]([CH3:23])[C:16](=[O:22])[CH2:17][C:18]([CH3:21])([CH3:20])[CH3:19])[CH2:9]2)[CH:5]=[C:4](Cl)[N:3]=1.[C:25]([C:27]1[CH:32]=[CH:31][C:30](B(O)O)=[CH:29][C:28]=1[F:36])#[N:26].O1CCOCC1.C([O-])(O)=O.[Na+]. (2) The reactants are: [CH3:1][O:2][C:3]([CH2:5]P(OC)(OC)=O)=[O:4].C1CCN2C(=NCCC2)CC1.[Li+].[Cl-].[F:25][C:26]1[CH:27]=[C:28]([C:39]23[CH2:46][CH2:45][C:42]([CH2:47][CH2:48][CH:49]=O)([CH2:43][CH2:44]2)[CH2:41][O:40]3)[CH:29]=[C:30]([O:32][CH:33]2[CH2:38][CH2:37][CH2:36][CH2:35][O:34]2)[CH:31]=1. Given the product [F:25][C:26]1[CH:27]=[C:28]([C:39]23[CH2:44][CH2:43][C:42]([CH2:47][CH2:48]/[CH:49]=[CH:5]/[C:3]([O:2][CH3:1])=[O:4])([CH2:45][CH2:46]2)[CH2:41][O:40]3)[CH:29]=[C:30]([O:32][CH:33]2[CH2:38][CH2:37][CH2:36][CH2:35][O:34]2)[CH:31]=1, predict the reactants needed to synthesize it. (3) Given the product [C:1]([N:4]1[CH2:9][CH2:8][NH:7][CH2:6][CH2:5]1)(=[O:3])[CH3:2], predict the reactants needed to synthesize it. The reactants are: [C:1]([N:4]1[CH2:9][CH2:8][N:7](C(OC(C)(C)C)=O)[CH2:6][CH2:5]1)(=[O:3])[CH3:2].Cl.CCOC(C)=O. (4) Given the product [F:39][C:31]1[CH:30]=[C:29]([CH:34]=[C:33]([C:35]([F:36])([F:37])[F:38])[CH:32]=1)[C:28]([NH:27][C:22]1[CH:23]=[CH:24][C:25]([CH3:26])=[C:20]([NH:19][C:2]2[N:7]=[CH:6][N:5]=[C:4]3[N:8]([C:11]4[CH:16]=[CH:15][C:14]([O:17][CH3:18])=[CH:13][CH:12]=4)[N:9]=[CH:10][C:3]=23)[CH:21]=1)=[O:40], predict the reactants needed to synthesize it. The reactants are: Cl[C:2]1[N:7]=[CH:6][N:5]=[C:4]2[N:8]([C:11]3[CH:16]=[CH:15][C:14]([O:17][CH3:18])=[CH:13][CH:12]=3)[N:9]=[CH:10][C:3]=12.[NH2:19][C:20]1[CH:21]=[C:22]([NH:27][C:28](=[O:40])[C:29]2[CH:34]=[C:33]([C:35]([F:38])([F:37])[F:36])[CH:32]=[C:31]([F:39])[CH:30]=2)[CH:23]=[CH:24][C:25]=1[CH3:26]. (5) Given the product [CH3:1][O:2][C:3]1[CH:4]=[C:5]2[C:10](=[CH:11][C:12]=1[O:13][CH3:14])[N:9]=[CH:8][CH:7]=[C:6]2[O:15][C:16]1[C:21]([F:22])=[CH:20][CH:19]=[CH:18][C:17]=1[C:23](=[O:26])[CH2:24][CH3:25], predict the reactants needed to synthesize it. The reactants are: [CH3:1][O:2][C:3]1[CH:4]=[C:5]2[C:10](=[CH:11][C:12]=1[O:13][CH3:14])[N:9]=[CH:8][CH:7]=[C:6]2[O:15][C:16]1[C:21]([F:22])=[CH:20][CH:19]=[CH:18][C:17]=1[CH:23]([OH:26])[CH2:24][CH3:25].O. (6) Given the product [CH2:23]([NH:30][C:16](=[O:17])[CH2:15][CH2:14][N:6]1[C:7]2[CH:8]=[CH:9][C:10]([CH3:13])=[CH:11][C:12]=2[C:4]2[CH2:3][N:2]([CH3:1])[CH2:22][CH2:21][C:5]1=2)[C:24]1[CH:29]=[CH:28][CH:27]=[CH:26][CH:25]=1, predict the reactants needed to synthesize it. The reactants are: [CH3:1][N:2]1[CH2:22][CH2:21][C:5]2[N:6]([CH2:14][CH2:15][C:16](OCC)=[O:17])[C:7]3[CH:8]=[CH:9][C:10]([CH3:13])=[CH:11][C:12]=3[C:4]=2[CH2:3]1.[CH2:23]([NH2:30])[C:24]1[CH:29]=[CH:28][CH:27]=[CH:26][CH:25]=1. (7) Given the product [Cl:21][C:16]1[N:15]=[N:14][C:19]([NH2:24])=[C:18]([O:10][C@@H:8]([C:6]2[CH:7]=[C:2]([F:1])[CH:3]=[CH:4][C:5]=2[O:11][CH3:12])[CH3:9])[CH:17]=1, predict the reactants needed to synthesize it. The reactants are: [F:1][C:2]1[CH:3]=[CH:4][C:5]([O:11][CH3:12])=[C:6]([C@H:8]([OH:10])[CH3:9])[CH:7]=1.N[N:14]1[CH:19]=[C:18](Br)[CH:17]=[C:16]([Cl:21])[NH:15]1.C[Si](C)(C)[N-:24][Si](C)(C)C.[Na+]. (8) The reactants are: C([O:3][C:4]([C:6]1[C:10]([CH3:11])=[C:9]([C:12]2[NH:13][C:14]3[CH:20]=[C:19]([C:21](=[O:28])[C:22]4[CH:27]=[CH:26][CH:25]=[CH:24][CH:23]=4)[CH:18]=[CH:17][C:15]=3[N:16]=2)[NH:8][C:7]=1[CH3:29])=[O:5])C.[OH-].[Na+].Cl. Given the product [C:21]([C:19]1[CH:18]=[CH:17][C:15]2[N:16]=[C:12]([C:9]3[NH:8][C:7]([CH3:29])=[C:6]([C:4]([OH:5])=[O:3])[C:10]=3[CH3:11])[NH:13][C:14]=2[CH:20]=1)(=[O:28])[C:22]1[CH:23]=[CH:24][CH:25]=[CH:26][CH:27]=1, predict the reactants needed to synthesize it. (9) Given the product [CH3:1][O:2][C:3]([C:5]1[S:6][C:7]([C:10](=[O:21])[NH:11][CH:12]([C:14]2[CH:15]=[CH:16][C:17]([NH:20][CH2:30][C:22]3[CH:27]=[CH:26][CH:25]=[C:24]([CH3:28])[CH:23]=3)=[CH:18][CH:19]=2)[CH3:13])=[CH:8][CH:9]=1)=[O:4], predict the reactants needed to synthesize it. The reactants are: [CH3:1][O:2][C:3]([C:5]1[S:6][C:7]([C:10](=[O:21])[NH:11][CH:12]([C:14]2[CH:19]=[CH:18][C:17]([NH2:20])=[CH:16][CH:15]=2)[CH3:13])=[CH:8][CH:9]=1)=[O:4].[C:22]1([CH3:30])[CH:27]=[CH:26][CH:25]=[C:24]([CH:28]=O)[CH:23]=1.C([BH3-])#N.[Na+].[Cl-].[NH4+].